From a dataset of Reaction yield outcomes from USPTO patents with 853,638 reactions. Predict the reaction yield, written as a fraction of the theoretical maximum amount of product (1.0 means a 100% yield; for example, 0.34 means a 34% yield). The reactants are [C:1]([C:4]1[C:9]([C:10]2[CH:15]=[CH:14][CH:13]=[CH:12][CH:11]=2)=[N:8][N:7]([CH2:16][CH3:17])[C:6](=[O:18])[C:5]=1[N+:19]([O-])=O)(=[O:3])[CH3:2].N[C:23]1[C:28]([CH3:29])=[CH:27][CH:26]=[CH:25][N:24]=1. The catalyst is C(O)C. The product is [C:1]([C:4]1[C:9]([C:10]2[CH:15]=[CH:14][CH:13]=[CH:12][CH:11]=2)=[N:8][N:7]([CH2:16][CH3:17])[C:6](=[O:18])[C:5]=1[NH:19][C:23]1[C:28]([CH3:29])=[CH:27][CH:26]=[CH:25][N:24]=1)(=[O:3])[CH3:2]. The yield is 0.270.